From a dataset of Peptide-MHC class II binding affinity with 134,281 pairs from IEDB. Regression. Given a peptide amino acid sequence and an MHC pseudo amino acid sequence, predict their binding affinity value. This is MHC class II binding data. (1) The peptide sequence is VMAPDKPSLDISLET. The MHC is DRB1_0401 with pseudo-sequence DRB1_0401. The binding affinity (normalized) is 0.127. (2) The peptide sequence is TDFAGKTVWFVPSIK. The MHC is DRB5_0101 with pseudo-sequence DRB5_0101. The binding affinity (normalized) is 0.344. (3) The peptide sequence is NTVFKAGDLGRDELM. The MHC is DRB1_0101 with pseudo-sequence DRB1_0101. The binding affinity (normalized) is 0.528. (4) The peptide sequence is LVPEDPEDSALL. The MHC is DRB1_0405 with pseudo-sequence DRB1_0405. The binding affinity (normalized) is 0. (5) The peptide sequence is ITLTNVVNISTIQES. The MHC is H-2-IAb with pseudo-sequence H-2-IAb. The binding affinity (normalized) is 0. (6) The peptide sequence is DGVWEIKSDKPLKGP. The MHC is HLA-DQA10201-DQB10202 with pseudo-sequence HLA-DQA10201-DQB10202. The binding affinity (normalized) is 0.420. (7) The peptide sequence is VYHQINHLKTVLEEK. The MHC is DRB1_0405 with pseudo-sequence DRB1_0405. The binding affinity (normalized) is 0.535. (8) The peptide sequence is NMNIKLKMPLYVAGH. The MHC is HLA-DPA10201-DPB10101 with pseudo-sequence HLA-DPA10201-DPB10101. The binding affinity (normalized) is 0.282. (9) The binding affinity (normalized) is 0.446. The MHC is DRB1_0801 with pseudo-sequence DRB1_0801. The peptide sequence is DIHRLEPVKCDTLLC.